From a dataset of Peptide-MHC class I binding affinity with 185,985 pairs from IEDB/IMGT. Regression. Given a peptide amino acid sequence and an MHC pseudo amino acid sequence, predict their binding affinity value. This is MHC class I binding data. (1) The peptide sequence is YFAVVPLVY. The MHC is Mamu-A02 with pseudo-sequence Mamu-A02. The binding affinity (normalized) is 0.229. (2) The peptide sequence is GSSDFQVHFLK. The MHC is HLA-B07:02 with pseudo-sequence HLA-B07:02. The binding affinity (normalized) is 0.0847.